Dataset: Reaction yield outcomes from USPTO patents with 853,638 reactions. Task: Predict the reaction yield, written as a fraction of the theoretical maximum amount of product (1.0 means a 100% yield; for example, 0.34 means a 34% yield). (1) The catalyst is C(OCC)(=O)C. The reactants are [CH2:1]([C:5]1[N:6]=[C:7]([CH3:27])[NH:8][C:9](=[O:26])[C:10]=1[CH2:11][C:12]1[CH:17]=[CH:16][C:15]([C:18]2[C:19]([C:24]#[N:25])=[CH:20][CH:21]=[CH:22][CH:23]=2)=[CH:14][CH:13]=1)[CH2:2][CH2:3][CH3:4].[H-].[Na+].CN(C)C=O.[Cl:35][C:36]1[S:37][C:38]([CH2:41]Cl)=[CH:39][CH:40]=1. The yield is 0.450. The product is [CH2:1]([C:5]1[N:6]=[C:7]([CH3:27])[N:8]([CH2:41][C:38]2[S:37][C:36]([Cl:35])=[CH:40][CH:39]=2)[C:9](=[O:26])[C:10]=1[CH2:11][C:12]1[CH:17]=[CH:16][C:15]([C:18]2[C:19]([C:24]#[N:25])=[CH:20][CH:21]=[CH:22][CH:23]=2)=[CH:14][CH:13]=1)[CH2:2][CH2:3][CH3:4]. (2) The reactants are [N:1]1([C:7]2[CH:14]=[CH:13][C:12]([N+:15]([O-])=O)=[CH:11][C:8]=2[C:9]#[N:10])[CH2:6][CH2:5][CH2:4][CH2:3][CH2:2]1. The catalyst is CO.[Pd]. The product is [N:1]1([C:7]2[CH:14]=[CH:13][C:12]([NH2:15])=[CH:11][C:8]=2[C:9]#[N:10])[CH2:2][CH2:3][CH2:4][CH2:5][CH2:6]1. The yield is 0.870. (3) The reactants are [CH3:1][C@@H:2]1[N:7]([CH3:8])[CH2:6][CH2:5][N:4]([CH2:9][C:10]2[CH:11]=[C:12]([C:16]3[C:21]([F:22])=[CH:20][CH:19]=[C:18]([CH2:23][NH:24][C:25]([C:27]4[CH:28]=[C:29]([CH2:33][CH:34]5[CH2:39][CH2:38][N:37](C(OC(C)(C)C)=O)[CH2:36][CH2:35]5)[CH:30]=[CH:31][CH:32]=4)=[O:26])[CH:17]=3)[CH:13]=[CH:14][CH:15]=2)[CH2:3]1.Cl. The catalyst is O1CCOCC1. The product is [CH3:1][C@@H:2]1[N:7]([CH3:8])[CH2:6][CH2:5][N:4]([CH2:9][C:10]2[CH:11]=[C:12]([C:16]3[C:21]([F:22])=[CH:20][CH:19]=[C:18]([CH2:23][NH:24][C:25](=[O:26])[C:27]4[CH:32]=[CH:31][CH:30]=[C:29]([CH2:33][CH:34]5[CH2:35][CH2:36][NH:37][CH2:38][CH2:39]5)[CH:28]=4)[CH:17]=3)[CH:13]=[CH:14][CH:15]=2)[CH2:3]1. The yield is 0.950. (4) The product is [Cl:24][C:14]1[CH:15]=[C:16]([CH2:19][C:20]([O:22][CH3:23])=[O:21])[CH:17]=[CH:18][C:13]=1[NH:12][C:2]1[S:3][C:4]2[CH:10]=[C:9]([CH3:11])[CH:8]=[CH:7][C:5]=2[N:6]=1. The catalyst is C1(C)C(C)=CC=CC=1. The yield is 0.260. The reactants are Br[C:2]1[S:3][C:4]2[CH:10]=[C:9]([CH3:11])[CH:8]=[CH:7][C:5]=2[N:6]=1.[NH2:12][C:13]1[CH:18]=[CH:17][C:16]([CH2:19][C:20]([O:22][CH3:23])=[O:21])=[CH:15][C:14]=1[Cl:24].C1(C)C=CC(S([O-])(=O)=O)=CC=1.[NH+]1C=CC=CC=1. (5) The reactants are Br[CH2:2][C:3]1[S:4][C:5]2[C:11]([C:12]3[CH:13]=[C:14]([CH:20]=[CH:21][CH:22]=3)[C:15]([O:17][CH2:18][CH3:19])=[O:16])=[CH:10][CH:9]=[C:8]([F:23])[C:6]=2[CH:7]=1.[F:24][C:25]([F:36])([F:35])[C:26]1[CH:27]=[C:28](B(O)O)[CH:29]=[CH:30][CH:31]=1.COCCOC. The catalyst is C(=O)([O-])[O-].[Na+].[Na+].[Cl-].[Na+].O.C(OCC)(=O)C.C1C=CC(/C=C/C(/C=C/C2C=CC=CC=2)=O)=CC=1.C1C=CC(/C=C/C(/C=C/C2C=CC=CC=2)=O)=CC=1.C1C=CC(/C=C/C(/C=C/C2C=CC=CC=2)=O)=CC=1.[Pd].[Pd]. The product is [F:23][C:8]1[C:6]2[CH:7]=[C:3]([CH2:2][C:30]3[CH:29]=[CH:28][CH:27]=[C:26]([C:25]([F:36])([F:35])[F:24])[CH:31]=3)[S:4][C:5]=2[C:11]([C:12]2[CH:13]=[C:14]([CH:20]=[CH:21][CH:22]=2)[C:15]([O:17][CH2:18][CH3:19])=[O:16])=[CH:10][CH:9]=1. The yield is 0.820. (6) The reactants are [C:1]([OH:8])(=[O:7])/[CH:2]=[CH:3]/[CH2:4][CH2:5][CH3:6].C(=O)(O)[O-:10].[Na+].OOS([O-])=O.[K+].Cl. The catalyst is [Na+].[Na+].C(N(CC(O)=O)CC(O)=O)CN(CC([O-])=O)CC([O-])=O.CC(C)=O.O. The product is [CH2:4]([CH:3]1[O:10][CH:2]1[C:1]([OH:8])=[O:7])[CH2:5][CH3:6]. The yield is 0.760. (7) The reactants are [CH2:1]([C:3]1[N:16]([C@@H:17]2[C:25]3[C:20](=[CH:21][C:22]([C:26]4[CH:31]=[CH:30][CH:29]=[CH:28][C:27]=4[C:32]4[N:36]([C:37]([C:50]5[CH:55]=[CH:54][CH:53]=[CH:52][CH:51]=5)([C:44]5[CH:49]=[CH:48][CH:47]=[CH:46][CH:45]=5)[C:38]5[CH:43]=[CH:42][CH:41]=[CH:40][CH:39]=5)[N:35]=[N:34][N:33]=4)=[CH:23][CH:24]=3)[CH2:19][CH2:18]2)[C:6]2=[N:7][C:8]([CH:12]=[C:13]([CH3:15])[CH3:14])=[CH:9][C:10]([CH3:11])=[C:5]2[N:4]=1)[CH3:2].ClC1C=CC=C(C(OO)=[O:64])C=1. The catalyst is ClCCl. The product is [CH3:14][C:13]1([CH3:15])[O:64][CH:12]1[C:8]1[N:7]=[C:6]2[N:16]([C@@H:17]3[C:25]4[C:20](=[CH:21][C:22]([C:26]5[CH:31]=[CH:30][CH:29]=[CH:28][C:27]=5[C:32]5[N:36]([C:37]([C:38]6[CH:39]=[CH:40][CH:41]=[CH:42][CH:43]=6)([C:44]6[CH:45]=[CH:46][CH:47]=[CH:48][CH:49]=6)[C:50]6[CH:51]=[CH:52][CH:53]=[CH:54][CH:55]=6)[N:35]=[N:34][N:33]=5)=[CH:23][CH:24]=4)[CH2:19][CH2:18]3)[C:3]([CH2:1][CH3:2])=[N:4][C:5]2=[C:10]([CH3:11])[CH:9]=1. The yield is 0.730. (8) The reactants are [CH3:1][C:2]1[C:22](C)=[CH:21][CH:20]=[CH:19][C:3]=1[CH2:4][NH:5][C:6]1[C:7]2[N:8]([C:12]([CH:16](O)[CH3:17])=[C:13]([CH3:15])[N:14]=2)[CH:9]=[CH:10][CH:11]=1.[C:24]1(C)C=CC(S(O)(=O)=O)=CC=1.O. The catalyst is C1C=CC=CC=1. The product is [CH3:1][C:2]1[CH:22]=[CH:21][CH:20]=[C:19]([CH3:24])[C:3]=1[CH2:4][NH:5][C:6]1[C:7]2[N:8]([C:12]([CH:16]=[CH2:17])=[C:13]([CH3:15])[N:14]=2)[CH:9]=[CH:10][CH:11]=1. The yield is 0.330. (9) The reactants are [CH2:1]([N:3]1[C:15]2[CH:14]=[CH:13][C:12]([NH2:16])=[CH:11][C:10]=2[C:9]2[C:4]1=[CH:5][CH:6]=[CH:7][CH:8]=2)[CH3:2].[C:17]([C:19]1[CH:20]=[CH:21][C:22]([NH:25][C:26]([CH2:28][CH:29]([CH3:34])[CH2:30][C:31](O)=[O:32])=[O:27])=[N:23][CH:24]=1)#[N:18].CN(C(ON1N=NC2C=CC=NC1=2)=[N+](C)C)C.F[P-](F)(F)(F)(F)F.CCN(C(C)C)C(C)C. The catalyst is CN(C=O)C.O. The product is [C:17]([C:19]1[CH:20]=[CH:21][C:22]([NH:25][C:26](=[O:27])[CH2:28][CH:29]([CH3:34])[CH2:30][C:31]([NH:16][C:12]2[CH:13]=[CH:14][C:15]3[N:3]([CH2:1][CH3:2])[C:4]4[C:9]([C:10]=3[CH:11]=2)=[CH:8][CH:7]=[CH:6][CH:5]=4)=[O:32])=[N:23][CH:24]=1)#[N:18]. The yield is 0.412. (10) The reactants are [N:1]1[CH:2]=[CH:3][N:4]2[CH:9]=[C:8]([C:10]([O:12]C)=[O:11])[CH:7]=[N:6][C:5]=12.[Li+].[OH-].Cl. The catalyst is CO. The product is [N:1]1[CH:2]=[CH:3][N:4]2[CH:9]=[C:8]([C:10]([OH:12])=[O:11])[CH:7]=[N:6][C:5]=12. The yield is 0.390.